From a dataset of Reaction yield outcomes from USPTO patents with 853,638 reactions. Predict the reaction yield, written as a fraction of the theoretical maximum amount of product (1.0 means a 100% yield; for example, 0.34 means a 34% yield). (1) The reactants are [CH2:1]([N:8]1[CH2:12][CH2:11][N:10]([C:13]2[S:14][C:15]([C:19]([OH:21])=O)=[C:16]([CH3:18])[N:17]=2)[C:9]1=[O:22])[C:2]1[CH:7]=[CH:6][CH:5]=[CH:4][CH:3]=1.Cl.CN(C)CCCN=C=NCC.C(N(CC)C(C)C)(C)C.ON1C2C=CC=CC=2N=N1.[F:54][C:55]1[CH:62]=[CH:61][C:58]([CH2:59][NH2:60])=[CH:57][CH:56]=1. The catalyst is CN(C)C=O.C(OCC)(=O)C. The product is [CH2:1]([N:8]1[CH2:12][CH2:11][N:10]([C:13]2[S:14][C:15]([C:19]([NH:60][CH2:59][C:58]3[CH:61]=[CH:62][C:55]([F:54])=[CH:56][CH:57]=3)=[O:21])=[C:16]([CH3:18])[N:17]=2)[C:9]1=[O:22])[C:2]1[CH:3]=[CH:4][CH:5]=[CH:6][CH:7]=1. The yield is 0.580. (2) The reactants are C([O:3][C:4](=[O:11])[C:5]([CH3:10])=[CH:6][CH:7]([CH3:9])[CH3:8])C.[OH-].[K+]. The catalyst is O.CCO. The product is [CH3:10][C:5](=[CH:6][CH:7]([CH3:9])[CH3:8])[C:4]([OH:11])=[O:3]. The yield is 0.990. (3) The reactants are [Li]CCCC.[CH2:6]([OH:13])[C:7]1[CH:12]=[CH:11][CH:10]=[CH:9][CH:8]=1.CS(C)=O.Cl[CH:19]([B:21]([OH:23])[OH:22])[CH3:20].OC(C(O)(C)C)(C)C.Cl.[C@@:33]12([OH:44])[CH2:41][CH:37]([C:38]1([CH3:40])[CH3:39])[CH2:36][CH2:35][C:34]2([OH:43])[CH3:42]. The catalyst is C1COCC1. The product is [CH2:6]([O:13][CH:19]([B:21]([OH:23])[OH:22])[CH3:20])[C:7]1[CH:12]=[CH:11][CH:10]=[CH:9][CH:8]=1.[C:33]12([OH:44])[CH2:41][CH:37]([C:38]1([CH3:40])[CH3:39])[CH2:36][CH2:35][C:34]2([OH:43])[CH3:42]. The yield is 0.770. (4) The reactants are FC(F)(F)S(O[C:7]1[CH:12]=[CH:11][N:10]([CH2:13][C:14]2[CH:19]=[CH:18][CH:17]=[C:16]([F:20])[CH:15]=2)[C:9](=[O:21])[CH:8]=1)(=O)=O.[CH3:24][O:25][C:26]1[CH:31]=[CH:30][C:29](B(O)O)=[CH:28][CH:27]=1. No catalyst specified. The product is [F:20][C:16]1[CH:15]=[C:14]([CH:19]=[CH:18][CH:17]=1)[CH2:13][N:10]1[CH:11]=[CH:12][C:7]([C:29]2[CH:30]=[CH:31][C:26]([O:25][CH3:24])=[CH:27][CH:28]=2)=[CH:8][C:9]1=[O:21]. The yield is 0.590. (5) The reactants are O1C(C2C=C(N[C:13]3[N:18]=[C:17]([C:19]4[C:20]([C:28]5[CH:29]=[C:30]([NH:34][C:35](=[O:42])[CH2:36]C6SC=CC=6)[CH:31]=[CH:32][CH:33]=5)=[N:21][N:22]5[CH:27]=[CH:26][CH:25]=[CH:24][C:23]=45)[CH:16]=[CH:15][N:14]=3)C=CC=2)=CN=C1.[S:43]1[CH:47]=[CH:46][C:45](CC(O)=O)=[CH:44]1.[ClH:52].CN(C)CCCN=C=NCC.ON1C2C=CC=CC=2N=N1.C(N(C(C)C)CC)(C)C. The catalyst is C1COCC1.C(Cl)Cl. The product is [Cl:52][C:13]1[N:18]=[C:17]([C:19]2[C:20]([C:28]3[CH:29]=[C:30]([NH:34][C:35](=[O:42])[CH2:36][C:45]4[CH:46]=[CH:47][S:43][CH:44]=4)[CH:31]=[CH:32][CH:33]=3)=[N:21][N:22]3[CH:27]=[CH:26][CH:25]=[CH:24][C:23]=23)[CH:16]=[CH:15][N:14]=1. The yield is 0.690. (6) The reactants are Cl[C:2]1[C:7]([N+:8]([O-:10])=[O:9])=[CH:6][N:5]=[C:4]2[NH:11][CH:12]=[CH:13][C:3]=12.[CH:14]1([NH2:20])[CH2:19][CH2:18][CH2:17][CH2:16][CH2:15]1. The catalyst is CN(C=O)C. The product is [CH:14]1([NH:20][C:2]2[C:3]3[CH:13]=[CH:12][NH:11][C:4]=3[N:5]=[CH:6][C:7]=2[N+:8]([O-:10])=[O:9])[CH2:19][CH2:18][CH2:17][CH2:16][CH2:15]1. The yield is 0.570. (7) The reactants are Br.[CH2:2]([C:4]1[N:5]=[C:6]([C@@H:9]([NH2:20])[CH2:10][C:11]2[CH:16]=[CH:15][C:14]([N+:17]([O-:19])=[O:18])=[CH:13][CH:12]=2)[S:7][CH:8]=1)[CH3:3].[C:21]1([C:27]([C:32]2[CH:37]=[CH:36][CH:35]=[CH:34][CH:33]=2)(C)[C:28]([OH:30])=O)[CH:26]=[CH:25][CH:24]=[CH:23][CH:22]=1.ON1C2C=CC=C[C:42]=2N=N1.CN(C)CCCN=C=NCC.C(N(CC)CC)C. The catalyst is CN(C=O)C.O. The product is [CH2:2]([C:4]1[N:5]=[C:6]([CH:9]([NH:20][C:28](=[O:30])[C@H:27]([C:32]2[CH:33]=[CH:34][CH:35]=[CH:36][CH:37]=2)[CH2:21][C:26]2[CH:42]=[CH:22][CH:23]=[CH:24][CH:25]=2)[CH2:10][C:11]2[CH:16]=[CH:15][C:14]([N+:17]([O-:19])=[O:18])=[CH:13][CH:12]=2)[S:7][CH:8]=1)[CH3:3]. The yield is 0.700. (8) The reactants are [C:1]([O:5][C:6]([N:8]1[CH2:12][CH:11]=[CH:10][CH2:9]1)=[O:7])([CH3:4])([CH3:3])[CH3:2].C1C=C(Cl)C=C(C(OO)=[O:21])C=1. The catalyst is C(Cl)Cl. The product is [C:1]([O:5][C:6]([N:8]1[CH2:12][CH:11]2[CH:10]([O:21]2)[CH2:9]1)=[O:7])([CH3:4])([CH3:2])[CH3:3]. The yield is 0.870. (9) The reactants are [N:1]12CCCN=[C:7]1CCCC[CH2:2]2.[C:12]([O:16][CH2:17][CH3:18])(=[O:15])[CH:13]=[O:14].S(C[N+]#[C-])(C1C=CC(C)=CC=1)(=O)=O. The catalyst is ClCCl. The product is [O:14]1[C:13]([C:12]([O:16][CH2:17][CH3:18])=[O:15])=[CH:7][N:1]=[CH:2]1. The yield is 0.540.